Task: Predict the reaction yield, written as a fraction of the theoretical maximum amount of product (1.0 means a 100% yield; for example, 0.34 means a 34% yield).. Dataset: Reaction yield outcomes from USPTO patents with 853,638 reactions (1) The reactants are [BH-](OC(C)=O)(OC(C)=O)OC(C)=O.[Na+].[CH3:15][C:16]1[C:20]([C:21]2[C:22]([O:45][CH3:46])=[CH:23][C:24]3[C:25]4[N:35]([C@@H:36]([C:38]5[CH:43]=[CH:42][CH:41]=[CH:40][CH:39]=5)[CH3:37])[C:34](=[O:44])[O:33][C:26]=4[C:27]([CH:31]=[O:32])=[N:28][C:29]=3[CH:30]=2)=[C:19]([CH3:47])[O:18][N:17]=1. The catalyst is ClCCCl.C([O-])(O)=O.[Na+].C(Cl)Cl. The product is [CH3:15][C:16]1[C:20]([C:21]2[C:22]([O:45][CH3:46])=[CH:23][C:24]3[C:25]4[N:35]([C@@H:36]([C:38]5[CH:43]=[CH:42][CH:41]=[CH:40][CH:39]=5)[CH3:37])[C:34](=[O:44])[O:33][C:26]=4[C:27]([CH2:31][OH:32])=[N:28][C:29]=3[CH:30]=2)=[C:19]([CH3:47])[O:18][N:17]=1. The yield is 0.960. (2) The reactants are Br[C:2]([CH3:9])([CH3:8])[C:3]([O:5][CH2:6][CH3:7])=[O:4].C(N(C(C)C)CC)(C)C.[CH:19]1([C:22]2[C:31]3[C:26](=[CH:27][CH:28]=[CH:29][CH:30]=3)[C:25]([N:32]3[C:36]([C:37]([F:40])([F:39])[F:38])=[N:35][N:34]=[C:33]3[SH:41])=[CH:24][CH:23]=2)[CH2:21][CH2:20]1. The catalyst is CN(C=O)C. The product is [CH:19]1([C:22]2[C:31]3[C:26](=[CH:27][CH:28]=[CH:29][CH:30]=3)[C:25]([N:32]3[C:36]([C:37]([F:38])([F:40])[F:39])=[N:35][N:34]=[C:33]3[S:41][C:2]([CH3:9])([CH3:8])[C:3]([O:5][CH2:6][CH3:7])=[O:4])=[CH:24][CH:23]=2)[CH2:20][CH2:21]1. The yield is 0.370. (3) The reactants are N[C:2]1[N:3](C)[C:4](=[O:23])[C:5]2([C:15]3[C:10](=[CH:11][CH:12]=[C:13](Br)[CH:14]=3)[O:9][CH:8](C3C=CC=CC=3)[CH2:7]2)[N:6]=1.N1(C(C2C=C(B(O)O)C=CC=2)=O)CCCC1. The catalyst is O1CCOCC1.C([O-])([O-])=O.[Cs+].[Cs+].Cl[Pd](Cl)([P](C1C=CC=CC=1)(C1C=CC=CC=1)C1C=CC=CC=1)[P](C1C=CC=CC=1)(C1C=CC=CC=1)C1C=CC=CC=1. The product is [NH:3]1[C:4](=[O:23])[C:5]2([C:15]3[C:10](=[CH:11][CH:12]=[CH:13][CH:14]=3)[O:9][CH2:8][CH2:7]2)[N:6]=[CH:2]1. The yield is 0.0800. (4) The reactants are S(Cl)([Cl:3])=O.[CH3:5][C:6]1[CH:15]=[C:14]([CH2:16][N:17]2[C:25]3[C:20](=[CH:21][C:22]([C:26]([OH:28])=O)=[CH:23][CH:24]=3)[CH:19]=[CH:18]2)[C:13]2[CH2:12][CH:11]=[CH:10][CH2:9][C:8]=2[N:7]=1. The catalyst is C(Cl)Cl. The product is [CH3:5][C:6]1[CH:15]=[C:14]([CH2:16][N:17]2[C:25]3[C:20](=[CH:21][C:22]([C:26]([Cl:3])=[O:28])=[CH:23][CH:24]=3)[CH:19]=[CH:18]2)[C:13]2[CH2:12][CH:11]=[CH:10][CH2:9][C:8]=2[N:7]=1. The yield is 0.800. (5) The reactants are [C:1]([O:7][CH2:8][N:9]1[C:13]2[N:14]=[CH:15][N:16]=[C:17](Cl)[C:12]=2[CH:11]=[CH:10]1)(=[O:6])[C:2]([CH3:5])([CH3:4])[CH3:3].[CH:19]1([CH:24]([N:28]2[CH:32]=[C:31](B3OC(C)(C)C(C)(C)O3)[CH:30]=[N:29]2)[CH2:25][C:26]#[N:27])[CH2:23][CH2:22][CH2:21][CH2:20]1.COCCOC.O.C(=O)([O-])[O-].[K+].[K+]. The catalyst is C1C=CC([P]([Pd]([P](C2C=CC=CC=2)(C2C=CC=CC=2)C2C=CC=CC=2)([P](C2C=CC=CC=2)(C2C=CC=CC=2)C2C=CC=CC=2)[P](C2C=CC=CC=2)(C2C=CC=CC=2)C2C=CC=CC=2)(C2C=CC=CC=2)C2C=CC=CC=2)=CC=1. The product is [C:1]([O:7][CH2:8][N:9]1[C:13]2[N:14]=[CH:15][N:16]=[C:17]([C:31]3[CH:30]=[N:29][N:28]([CH:24]([CH:19]4[CH2:23][CH2:22][CH2:21][CH2:20]4)[CH2:25][C:26]#[N:27])[CH:32]=3)[C:12]=2[CH:11]=[CH:10]1)(=[O:6])[C:2]([CH3:5])([CH3:4])[CH3:3]. The yield is 0.886. (6) The reactants are C[O:2][C:3](=[O:39])[C@H:4]([CH2:21][C:22]1[CH:27]=[CH:26][C:25]([NH:28][C:29]([C:31]2[C:36]([Cl:37])=[CH:35][CH:34]=[CH:33][C:32]=2[Cl:38])=[O:30])=[CH:24][CH:23]=1)[NH:5][C:6]([C:8]1([CH2:13][CH2:14][CH2:15][CH2:16][S:17]([CH3:20])(=[O:19])=[O:18])[CH2:12][CH2:11][CH2:10][CH2:9]1)=[S:7].[OH-].[Na+]. The catalyst is C(O)C.O.C(OCC)C. The product is [Cl:38][C:32]1[CH:33]=[CH:34][CH:35]=[C:36]([Cl:37])[C:31]=1[C:29]([NH:28][C:25]1[CH:26]=[CH:27][C:22]([CH2:21][C@@H:4]([C:3]([OH:39])=[O:2])[NH:5][C:6]([C:8]2([CH2:13][CH2:14][CH2:15][CH2:16][S:17]([CH3:20])(=[O:19])=[O:18])[CH2:9][CH2:10][CH2:11][CH2:12]2)=[S:7])=[CH:23][CH:24]=1)=[O:30]. The yield is 0.700. (7) The reactants are FC1C=C2C(C(C3C=CC(N4CCC(N)CC4)=NC=3)=CN2)=CC=1.[NH2:24][C:25](=[O:55])[CH2:26][CH2:27][NH:28][S:29]([C:32]1[N:37]=[CH:36][C:35]([C:38]2[C:46]3[C:41](=[CH:42][C:43]([F:47])=[CH:44][CH:45]=3)[N:40](C(OC(C)(C)C)=O)[CH:39]=2)=[CH:34][CH:33]=1)(=[O:31])=[O:30]. No catalyst specified. The product is [F:47][C:43]1[CH:42]=[C:41]2[C:46]([C:38]([C:35]3[CH:34]=[CH:33][C:32]([S:29]([NH:28][CH2:27][CH2:26][C:25]([NH2:24])=[O:55])(=[O:30])=[O:31])=[N:37][CH:36]=3)=[CH:39][NH:40]2)=[CH:45][CH:44]=1. The yield is 0.370.